Dataset: Peptide-MHC class II binding affinity with 134,281 pairs from IEDB. Task: Regression. Given a peptide amino acid sequence and an MHC pseudo amino acid sequence, predict their binding affinity value. This is MHC class II binding data. (1) The binding affinity (normalized) is 0.167. The peptide sequence is AAEQLWVTVYYGVPVWK. The MHC is DRB1_0301 with pseudo-sequence DRB1_0301. (2) The peptide sequence is AAGGWDSLAAELATT. The MHC is HLA-DQA10501-DQB10301 with pseudo-sequence HLA-DQA10501-DQB10301. The binding affinity (normalized) is 0.415. (3) The peptide sequence is GENGRKTRSAYERMC. The MHC is DRB1_0405 with pseudo-sequence DRB1_0405. The binding affinity (normalized) is 0.329. (4) The peptide sequence is VDPTDYFRNEQSIPP. The MHC is HLA-DPA10201-DPB11401 with pseudo-sequence HLA-DPA10201-DPB11401. The binding affinity (normalized) is 0. (5) The peptide sequence is RQLIKTDISMSMPKF. The MHC is DRB1_0101 with pseudo-sequence DRB1_0101. The binding affinity (normalized) is 0.160.